Task: Predict the reactants needed to synthesize the given product.. Dataset: Full USPTO retrosynthesis dataset with 1.9M reactions from patents (1976-2016) Given the product [CH3:32][S:33]([O:4][CH2:5][C:6]1[N:11]=[C:10]([CH2:12][CH2:13][CH2:14][CH2:15][C:16]([O:18][C:19]([CH3:22])([CH3:21])[CH3:20])=[O:17])[CH:9]=[CH:8][CH:7]=1)(=[O:35])=[O:34], predict the reactants needed to synthesize it. The reactants are: ClCCl.[OH:4][CH2:5][C:6]1[N:11]=[C:10]([CH2:12][CH2:13][CH2:14][CH2:15][C:16]([O:18][C:19]([CH3:22])([CH3:21])[CH3:20])=[O:17])[CH:9]=[CH:8][CH:7]=1.C(N(C(C)C)CC)(C)C.[CH3:32][S:33](Cl)(=[O:35])=[O:34].